Dataset: Forward reaction prediction with 1.9M reactions from USPTO patents (1976-2016). Task: Predict the product of the given reaction. (1) Given the reactants [OH:1][CH:2]1[CH2:7][CH2:6][CH:5]([NH:8][C:9](=[O:19])[CH2:10]P(=O)(OCC)OCC)[CH2:4][CH2:3]1.[CH3:20][O:21][C:22]1[CH:27]=[CH:26][C:25]([S:28][C:29]2[CH:36]=[CH:35][CH:34]=[CH:33][C:30]=2[CH:31]=O)=[CH:24][CH:23]=1, predict the reaction product. The product is: [OH:1][CH:2]1[CH2:3][CH2:4][CH:5]([NH:8][C:9](=[O:19])/[CH:10]=[CH:31]/[C:30]2[CH:33]=[CH:34][CH:35]=[CH:36][C:29]=2[S:28][C:25]2[CH:26]=[CH:27][C:22]([O:21][CH3:20])=[CH:23][CH:24]=2)[CH2:6][CH2:7]1. (2) The product is: [CH3:1][C:2]1[C:10]([S:11]([CH3:13])=[O:12])=[C:9]([C:14]([F:15])([F:17])[F:16])[CH:8]=[CH:7][C:3]=1[C:4]([O:6][C:19]1[CH:18]2[CH2:25][CH:22]([C:21](=[O:26])[CH:20]=1)[CH2:23][CH2:24]2)=[O:5]. Given the reactants [CH3:1][C:2]1[C:10]([S:11]([CH3:13])=[O:12])=[C:9]([C:14]([F:17])([F:16])[F:15])[CH:8]=[CH:7][C:3]=1[C:4]([OH:6])=[O:5].[CH:18]12[CH2:25][CH:22]([CH2:23][CH2:24]1)[C:21](=[O:26])[CH2:20][C:19]2=O.Cl.CN(C)CCCN=C=NCC.Cl, predict the reaction product.